Dataset: Antibody developability classification from SAbDab with 2,409 antibodies. Task: Regression/Classification. Given an antibody's heavy chain and light chain sequences, predict its developability. TAP uses regression for 5 developability metrics; SAbDab uses binary classification. (1) The antibody is ['QVQLVESGGGVVQPGRSLRLSCAASGFTFSNHGMHWVRQAPGKRLEWVAVISYDGRHEHYADLVKGRFTISRDNSKNTLYLQMNSLRAEDRALYFCAREGLSRDNSGFTGLIDYWGQGTMVTVSS', 'EVVLTQSPATLSLSPGERATISCRASQSVGGYLTWYQQKPGQAPRLLIYDASNRATGIPARFSGSGSGTDFTLTISGLEPEDFAIYYCQQRGNWPPITFGQGTRLEIK']. Result: 1 (developable). (2) The antibody is ['EVQLQQSGAELVRPGASVKLSCTTSGFNIKDIYIHWVKQRPEQGLEWIGRLDPANGYTKYDPKFQGKATITVDTSSNTAYLHLSSLTSEDTAVYYCDGYYSYYDMDYWGPGTSVTVSS', 'DIVMTQSPSSLTVTTGEKVTMTCKSSQSLLNSRTQKNYLTWYQQKPGQSPKLLIYWASTRESGVPDRFTGSGSGTDFTLSISGVQAEDLAVYYCQNNYNYPLTFGAGTKLELK']. Result: 1 (developable). (3) The antibody is ['4xbe', 'EIVLTQSPGTQSLSPGERATLSCRASQSVGNNKLAWYQQRPGQAPRLLIYGASSRPSGVADRFSGSGSGTDFTLTISRLEPEDFAVYYCQQYGQSLSTFGQGTKVEVK']. Result: 1 (developable). (4) The antibody is ['2atk', 'PROT_7E7F8549']. Result: 0 (not developable). (5) The antibody is ['EVKLVESGGGLVQPGGSLKLSCATSGFTFSDYYIYWVRQTPEKRLEWVAYISNGGYKTYYPDTVKGRFTISRDNAKNILYLQMSRLKSEDTGIYYCARGMDYWGQGTSVTVSS', 'DVVMTQTPLTLSVTIGQPASISCKSSQSLLYSNGKTYLNWLLQRPGQSPKRLIYLVSKLDSGVPDRFTGSGSGTDFTLKISRVEAEDLGIYYCVQGTHFPYTFGGGTKLEIK']. Result: 0 (not developable). (6) The antibody is ['QVTLKESGPGILQPSQTLSLTCSFSGFSLSTSGMGVGWIRQPSGKGLEWLAHIWWDDVKRYSPALKSRLTISKDTSSSQLFLKIASVDTADTATYYCARIKSVITTGDYALDYWGQGTSVAVSS', 'DIQMTQSPASLSVSVGETVTITCRASEIIYSNLAWYQQKQGKSPQLLVYSATNLAEGVPSRFSGSGSGTQYSLKINSLQSEDFGSYYCQHFWGNPWTFGGGTKLEIK']. Result: 0 (not developable). (7) The antibody is ['QIQLVQSGPELKKPGETVKISCKASGYTFTNYGMNLVKQAPGKGFEWMGWINTFTGEPTYADDFKGRFVFSLDTSASTAYLQINNLKNEDTATYFFTRGTDYWGQGTTLTVSS', 'DVVMSQTPLTLSVTIGQPASISCKSSQSLLDSDGKTYLNWLLQRPGQSPKRLIYLVSRLDSGVPDRFTGSGSGTDFTLKISRVEAEDLGIYFCWQGSHFPQTFGGGTKLEIK']. Result: 0 (not developable).